Dataset: NCI-60 drug combinations with 297,098 pairs across 59 cell lines. Task: Regression. Given two drug SMILES strings and cell line genomic features, predict the synergy score measuring deviation from expected non-interaction effect. Drug 1: C1CC(=O)NC(=O)C1N2CC3=C(C2=O)C=CC=C3N. Drug 2: CCN(CC)CCNC(=O)C1=C(NC(=C1C)C=C2C3=C(C=CC(=C3)F)NC2=O)C. Cell line: UACC62. Synergy scores: CSS=3.28, Synergy_ZIP=-1.48, Synergy_Bliss=0.528, Synergy_Loewe=0.672, Synergy_HSA=0.727.